Dataset: Reaction yield outcomes from USPTO patents with 853,638 reactions. Task: Predict the reaction yield, written as a fraction of the theoretical maximum amount of product (1.0 means a 100% yield; for example, 0.34 means a 34% yield). (1) The reactants are Cl[CH:2]([CH3:17])[C:3]([C:5]1[C:6]([CH:14]([CH3:16])[CH3:15])=[N:7][N:8]2[CH:13]=[CH:12][CH:11]=[CH:10][C:9]=12)=[O:4].[C:18]([O-:21])(=[O:20])[CH3:19].[K+].C(OCC)(=O)C.O. The catalyst is CN(C=O)C. The product is [C:18]([O:21][CH:2]([CH3:17])[C:3]([C:5]1[C:6]([CH:14]([CH3:16])[CH3:15])=[N:7][N:8]2[CH:13]=[CH:12][CH:11]=[CH:10][C:9]=12)=[O:4])(=[O:20])[CH3:19]. The yield is 0.860. (2) The reactants are [CH3:1][C:2]1[CH:3]=[C:4]([NH:20][C:21]2[N:26]=[C:25](O)[CH:24]=[CH:23][N:22]=2)[CH:5]=[C:6]([C:8]2[S:12][C:11]([C:13]([OH:19])([CH3:18])[C:14]([F:17])([F:16])[F:15])=[N:10][CH:9]=2)[CH:7]=1.P(Cl)(Cl)([Cl:30])=O. The catalyst is O1CCOCC1. The product is [Cl:30][C:25]1[CH:24]=[CH:23][N:22]=[C:21]([NH:20][C:4]2[CH:5]=[C:6]([C:8]3[S:12][C:11]([C:13]([OH:19])([CH3:18])[C:14]([F:17])([F:15])[F:16])=[N:10][CH:9]=3)[CH:7]=[C:2]([CH3:1])[CH:3]=2)[N:26]=1. The yield is 0.750.